Regression. Given two drug SMILES strings and cell line genomic features, predict the synergy score measuring deviation from expected non-interaction effect. From a dataset of NCI-60 drug combinations with 297,098 pairs across 59 cell lines. (1) Drug 1: CC1C(C(CC(O1)OC2CC(CC3=C2C(=C4C(=C3O)C(=O)C5=C(C4=O)C(=CC=C5)OC)O)(C(=O)C)O)N)O.Cl. Drug 2: CC1=C(C(CCC1)(C)C)C=CC(=CC=CC(=CC(=O)O)C)C. Cell line: UACC-257. Synergy scores: CSS=-5.61, Synergy_ZIP=-0.369, Synergy_Bliss=-4.12, Synergy_Loewe=-9.50, Synergy_HSA=-6.89. (2) Drug 1: C1CCN(CC1)CCOC2=CC=C(C=C2)C(=O)C3=C(SC4=C3C=CC(=C4)O)C5=CC=C(C=C5)O. Drug 2: CCN(CC)CCCC(C)NC1=C2C=C(C=CC2=NC3=C1C=CC(=C3)Cl)OC. Cell line: SK-MEL-28. Synergy scores: CSS=21.6, Synergy_ZIP=-0.536, Synergy_Bliss=8.56, Synergy_Loewe=-8.06, Synergy_HSA=-1.20. (3) Drug 1: C1C(C(OC1N2C=NC3=C(N=C(N=C32)Cl)N)CO)O. Drug 2: CC1C(C(CC(O1)OC2CC(OC(C2O)C)OC3=CC4=CC5=C(C(=O)C(C(C5)C(C(=O)C(C(C)O)O)OC)OC6CC(C(C(O6)C)O)OC7CC(C(C(O7)C)O)OC8CC(C(C(O8)C)O)(C)O)C(=C4C(=C3C)O)O)O)O. Cell line: UACC-257. Synergy scores: CSS=32.0, Synergy_ZIP=-1.94, Synergy_Bliss=1.31, Synergy_Loewe=-8.46, Synergy_HSA=-0.379. (4) Drug 1: CC1CCC2CC(C(=CC=CC=CC(CC(C(=O)C(C(C(=CC(C(=O)CC(OC(=O)C3CCCCN3C(=O)C(=O)C1(O2)O)C(C)CC4CCC(C(C4)OC)OCCO)C)C)O)OC)C)C)C)OC. Drug 2: CC(C)NC(=O)C1=CC=C(C=C1)CNNC.Cl. Cell line: HOP-62. Synergy scores: CSS=9.61, Synergy_ZIP=-2.16, Synergy_Bliss=3.26, Synergy_Loewe=-13.2, Synergy_HSA=1.95. (5) Drug 1: CCC(=C(C1=CC=CC=C1)C2=CC=C(C=C2)OCCN(C)C)C3=CC=CC=C3.C(C(=O)O)C(CC(=O)O)(C(=O)O)O. Drug 2: COCCOC1=C(C=C2C(=C1)C(=NC=N2)NC3=CC=CC(=C3)C#C)OCCOC.Cl. Cell line: NCI-H460. Synergy scores: CSS=-2.08, Synergy_ZIP=1.81, Synergy_Bliss=0.802, Synergy_Loewe=-2.64, Synergy_HSA=-3.18. (6) Drug 1: CNC(=O)C1=NC=CC(=C1)OC2=CC=C(C=C2)NC(=O)NC3=CC(=C(C=C3)Cl)C(F)(F)F. Drug 2: N.N.Cl[Pt+2]Cl. Cell line: CAKI-1. Synergy scores: CSS=23.0, Synergy_ZIP=-6.22, Synergy_Bliss=-0.262, Synergy_Loewe=-21.8, Synergy_HSA=-11.6. (7) Synergy scores: CSS=38.8, Synergy_ZIP=3.74, Synergy_Bliss=6.78, Synergy_Loewe=5.98, Synergy_HSA=7.59. Drug 1: CCC1=CC2CC(C3=C(CN(C2)C1)C4=CC=CC=C4N3)(C5=C(C=C6C(=C5)C78CCN9C7C(C=CC9)(C(C(C8N6C)(C(=O)OC)O)OC(=O)C)CC)OC)C(=O)OC.C(C(C(=O)O)O)(C(=O)O)O. Cell line: IGROV1. Drug 2: CC1C(C(CC(O1)OC2CC(OC(C2O)C)OC3=CC4=CC5=C(C(=O)C(C(C5)C(C(=O)C(C(C)O)O)OC)OC6CC(C(C(O6)C)O)OC7CC(C(C(O7)C)O)OC8CC(C(C(O8)C)O)(C)O)C(=C4C(=C3C)O)O)O)O. (8) Synergy scores: CSS=7.65, Synergy_ZIP=-8.33, Synergy_Bliss=-0.576, Synergy_Loewe=-9.41, Synergy_HSA=-0.753. Cell line: SNB-75. Drug 1: CC12CCC(CC1=CCC3C2CCC4(C3CC=C4C5=CN=CC=C5)C)O. Drug 2: CC12CCC3C(C1CCC2=O)CC(=C)C4=CC(=O)C=CC34C.